From a dataset of Full USPTO retrosynthesis dataset with 1.9M reactions from patents (1976-2016). Predict the reactants needed to synthesize the given product. (1) Given the product [CH3:1][C:2]1([CH3:16])[CH2:14][C:13](=[O:15])[C:12]2[C:11]3[C:6](=[CH:7][CH:8]=[CH:9][CH:10]=3)[N:5]([CH2:18][C:19]3[CH:28]=[CH:27][C:22]([C:23]([O:25][CH3:26])=[O:24])=[CH:21][CH:20]=3)[C:4]=2[CH2:3]1, predict the reactants needed to synthesize it. The reactants are: [CH3:1][C:2]1([CH3:16])[CH2:14][C:13](=[O:15])[C:12]2[C:11]3[C:6](=[CH:7][CH:8]=[CH:9][CH:10]=3)[NH:5][C:4]=2[CH2:3]1.Br[CH2:18][C:19]1[CH:28]=[CH:27][C:22]([C:23]([O:25][CH3:26])=[O:24])=[CH:21][CH:20]=1.[H-].[Na+]. (2) The reactants are: [Li]C[CH2:3][CH2:4][CH3:5].[CH3:6]CCCCC.Br[C:13]1[CH:18]=[C:17]([C:19]([F:22])([F:21])[F:20])[C:16]([Cl:23])=[CH:15][C:14]=1[N:24]([C:32]([O:34][C:35]([CH3:38])([CH3:37])[CH3:36])=[O:33])C(=O)OC(C)(C)C.[Cl-].[NH4+].[C:41]([O:44]CC)(=[O:43])C. Given the product [Cl:23][C:16]1[C:17]([C:19]([F:20])([F:22])[F:21])=[CH:18][C:13]([C:41]([O:44][C:4]([CH3:3])([CH3:5])[CH3:6])=[O:43])=[C:14]([NH:24][C:32]([O:34][C:35]([CH3:36])([CH3:37])[CH3:38])=[O:33])[CH:15]=1, predict the reactants needed to synthesize it. (3) Given the product [CH3:1][S:2]([C:4]1[C:12]2[C:7](=[CH:8][C:9]([C:13]([N:31]3[CH2:32][CH2:33][NH:28][C:29](=[O:34])[CH2:30]3)=[O:14])=[CH:10][CH:11]=2)[N:6]([C:16]2[N:21]=[CH:20][C:19]([C:22]3[CH:27]=[CH:26][CH:25]=[CH:24][CH:23]=3)=[CH:18][N:17]=2)[CH:5]=1)=[O:3], predict the reactants needed to synthesize it. The reactants are: [CH3:1][S:2]([C:4]1[C:12]2[C:7](=[CH:8][C:9]([C:13](O)=[O:14])=[CH:10][CH:11]=2)[N:6]([C:16]2[N:21]=[CH:20][C:19]([C:22]3[CH:27]=[CH:26][CH:25]=[CH:24][CH:23]=3)=[CH:18][N:17]=2)[CH:5]=1)=[O:3].[NH:28]1[CH2:33][CH2:32][NH:31][CH2:30][C:29]1=[O:34]. (4) Given the product [Cl:1][C:2]1[C:3]([NH:25][C:26]2[CH:31]=[CH:30][CH:29]=[CH:28][C:27]=2[S:32](=[O:34])(=[O:33])[N:35]([CH3:36])[CH3:37])=[N:4][C:5]([NH:8][C:9]2[C:22]([O:23][CH3:24])=[CH:21][C:12]3[CH2:13][CH2:14][N:15]([CH2:18][CH2:19][O:20][C:48](=[O:51])[CH2:49][CH3:50])[CH2:16][CH2:17][C:11]=3[CH:10]=2)=[N:6][CH:7]=1, predict the reactants needed to synthesize it. The reactants are: [Cl:1][C:2]1[C:3]([NH:25][C:26]2[CH:31]=[CH:30][CH:29]=[CH:28][C:27]=2[S:32]([N:35]([CH3:37])[CH3:36])(=[O:34])=[O:33])=[N:4][C:5]([NH:8][C:9]2[C:22]([O:23][CH3:24])=[CH:21][C:12]3[CH2:13][CH2:14][N:15]([CH2:18][CH2:19][OH:20])[CH2:16][CH2:17][C:11]=3[CH:10]=2)=[N:6][CH:7]=1.C(Cl)Cl.C(N(CC)CC)C.[C:48](Cl)(=[O:51])[CH2:49][CH3:50].